Dataset: Catalyst prediction with 721,799 reactions and 888 catalyst types from USPTO. Task: Predict which catalyst facilitates the given reaction. (1) Reactant: [NH2:1][CH2:2][C:3]1[CH:4]=[CH:5][C:6]([CH2:11][N:12]([CH2:23][C:24]2[C:29]([CH3:30])=[CH:28][CH:27]=[CH:26][N:25]=2)[CH:13]2[C:22]3[N:21]=[CH:20][CH:19]=[CH:18][C:17]=3[CH2:16][CH2:15][CH2:14]2)=[C:7]([CH2:9][OH:10])[CH:8]=1.CCN(CC)CC.[CH3:38][C:39](OC(C)=O)=[O:40].C([O-])(O)=O.[Na+]. Product: [OH:10][CH2:9][C:7]1[CH:8]=[C:3]([CH:4]=[CH:5][C:6]=1[CH2:11][N:12]([CH2:23][C:24]1[C:29]([CH3:30])=[CH:28][CH:27]=[CH:26][N:25]=1)[CH:13]1[C:22]2[N:21]=[CH:20][CH:19]=[CH:18][C:17]=2[CH2:16][CH2:15][CH2:14]1)[CH2:2][NH:1][C:39](=[O:40])[CH3:38]. The catalyst class is: 2. (2) Product: [Cl:1][C:2]1[CH:3]=[C:4]2[NH:22][C:21]([O:31][C@H:32]3[C@H:36]4[O:37][CH2:38][CH:39]([CH2:40][CH2:41][OH:42])[C@H:35]4[O:34][CH2:33]3)=[N:20][C:5]2=[N:6][C:7]=1[C:8]1[CH:13]=[CH:12][C:11]([C:14]2[CH:15]=[CH:16][CH:17]=[CH:18][CH:19]=2)=[CH:10][CH:9]=1. The catalyst class is: 67. Reactant: [Cl:1][C:2]1[CH:3]=[C:4]2[N:22](COCC[Si](C)(C)C)[C:21]([O:31][C@H:32]3[C@H:36]4[O:37][CH2:38][CH:39]([CH2:40][C:41](N)=[O:42])[C@H:35]4[O:34][CH2:33]3)=[N:20][C:5]2=[N:6][C:7]=1[C:8]1[CH:13]=[CH:12][C:11]([C:14]2[CH:19]=[CH:18][CH:17]=[CH:16][CH:15]=2)=[CH:10][CH:9]=1.C(Cl)Cl. (3) Reactant: [CH3:1][C:2]1[N:7]=[C:6]([C:8]2([C:20]#[N:21])[CH2:13][CH2:12][N:11]([S:14]([CH2:17][CH2:18][CH3:19])(=[O:16])=[O:15])[CH2:10][CH2:9]2)[CH:5]=[CH:4][CH:3]=1. Product: [CH3:1][C:2]1[N:7]=[C:6]([C:8]2([CH2:20][NH2:21])[CH2:9][CH2:10][N:11]([S:14]([CH2:17][CH2:18][CH3:19])(=[O:16])=[O:15])[CH2:12][CH2:13]2)[CH:5]=[CH:4][CH:3]=1. The catalyst class is: 834. (4) Reactant: [C:1]([C:3]1[CH:4]=[C:5]([C:10]2[S:14][C:13]([C:15]([O:17][CH3:18])=[O:16])=[CH:12][CH:11]=2)[CH:6]=[CH:7][C:8]=1F)#[N:2].[CH3:19][NH:20][CH2:21][CH2:22][CH2:23][CH3:24].C(=O)([O-])[O-].[Cs+].[Cs+]. Product: [CH2:21]([N:20]([CH3:19])[C:8]1[CH:7]=[CH:6][C:5]([C:10]2[S:14][C:13]([C:15]([O:17][CH3:18])=[O:16])=[CH:12][CH:11]=2)=[CH:4][C:3]=1[C:1]#[N:2])[CH2:22][CH2:23][CH3:24]. The catalyst class is: 58. (5) Reactant: [O:1]=[C:2]1[N:6]([C:7]2[CH:12]=[CH:11][C:10]([CH:13]3[CH2:18][CH2:17][NH:16][CH2:15][CH2:14]3)=[C:9]([F:19])[CH:8]=2)[CH2:5][C@H:4]([CH2:20][NH:21][C:22](=[O:24])[CH3:23])[O:3]1.N1C=CC=CC=1.[CH3:31][S:32](Cl)(=[O:34])=[O:33]. Product: [CH3:31][S:32]([N:16]1[CH2:15][CH2:14][CH:13]([C:10]2[CH:11]=[CH:12][C:7]([N:6]3[CH2:5][C@H:4]([CH2:20][NH:21][C:22](=[O:24])[CH3:23])[O:3][C:2]3=[O:1])=[CH:8][C:9]=2[F:19])[CH2:18][CH2:17]1)(=[O:34])=[O:33]. The catalyst class is: 2. (6) Reactant: [F:1][C:2]1[C:3]([CH2:8]O)=[N:4][CH:5]=[CH:6][CH:7]=1.S(Cl)([Cl:12])=O.C(=O)(O)[O-].[Na+]. Product: [Cl:12][CH2:8][C:3]1[C:2]([F:1])=[CH:7][CH:6]=[CH:5][N:4]=1. The catalyst class is: 614.